Dataset: Full USPTO retrosynthesis dataset with 1.9M reactions from patents (1976-2016). Task: Predict the reactants needed to synthesize the given product. (1) The reactants are: [CH2:1]([C:3]1([NH2:12])[CH2:11][C:10]2[C:5](=[CH:6][CH:7]=[CH:8][CH:9]=2)[CH2:4]1)[CH3:2].[CH2:13]([O:20][C:21]1[CH:26]=[CH:25][C:24]([C:27](=[O:30])[CH2:28]Br)=[CH:23][C:22]=1[NH:31][S:32]([CH3:35])(=[O:34])=[O:33])[C:14]1[CH:19]=[CH:18][CH:17]=[CH:16][CH:15]=1. Given the product [CH2:13]([O:20][C:21]1[CH:26]=[CH:25][C:24]([C:27](=[O:30])[CH2:28][NH:12][C:3]2([CH2:1][CH3:2])[CH2:11][C:10]3[C:5](=[CH:6][CH:7]=[CH:8][CH:9]=3)[CH2:4]2)=[CH:23][C:22]=1[NH:31][S:32]([CH3:35])(=[O:33])=[O:34])[C:14]1[CH:15]=[CH:16][CH:17]=[CH:18][CH:19]=1, predict the reactants needed to synthesize it. (2) Given the product [Br:1][C:2]1[CH:7]=[CH:6][C:5]([NH2:8])=[CH:4][C:3]=1[O:11][CH2:12][CH2:13][O:14][CH3:15], predict the reactants needed to synthesize it. The reactants are: [Br:1][C:2]1[CH:7]=[CH:6][C:5]([N+:8]([O-])=O)=[CH:4][C:3]=1[O:11][CH2:12][CH2:13][O:14][CH3:15].O.NN. (3) The reactants are: [NH2:1][C:2]1[C:7]([O:8][CH2:9][CH:10]2[CH2:12][CH2:11]2)=[CH:6][C:5]([C:13]2([C:18]([O:20][CH2:21][CH3:22])=[O:19])[CH2:17][CH2:16][CH2:15][CH2:14]2)=[CH:4][C:3]=1Br.[F:24][C:25]([F:36])([F:35])[C:26]1[CH:31]=[CH:30][C:29](B(O)O)=[CH:28][CH:27]=1.[F-].[Cs+].CCOC(C)=O. Given the product [NH2:1][C:2]1[C:3]([C:29]2[CH:30]=[CH:31][C:26]([C:25]([F:36])([F:35])[F:24])=[CH:27][CH:28]=2)=[CH:4][C:5]([C:13]2([C:18]([O:20][CH2:21][CH3:22])=[O:19])[CH2:17][CH2:16][CH2:15][CH2:14]2)=[CH:6][C:7]=1[O:8][CH2:9][CH:10]1[CH2:12][CH2:11]1, predict the reactants needed to synthesize it.